Dataset: Full USPTO retrosynthesis dataset with 1.9M reactions from patents (1976-2016). Task: Predict the reactants needed to synthesize the given product. Given the product [Cl:25][C:26]1[CH:34]=[CH:33][C:29]([C:30]([NH:6][C:5]2[CH:7]=[CH:8][C:9]([O:10][CH2:11][CH2:12][N:13]3[CH2:17][CH2:16][CH2:15][CH2:14]3)=[C:3]([O:2][CH3:1])[CH:4]=2)=[O:31])=[C:28]([N+:35]([O-:37])=[O:36])[CH:27]=1, predict the reactants needed to synthesize it. The reactants are: [CH3:1][O:2][C:3]1[CH:4]=[C:5]([CH:7]=[CH:8][C:9]=1[O:10][CH2:11][CH2:12][N:13]1[CH2:17][CH2:16][CH2:15][CH2:14]1)[NH2:6].C(N(CC)CC)C.[Cl:25][C:26]1[CH:34]=[CH:33][C:29]([C:30](Cl)=[O:31])=[C:28]([N+:35]([O-:37])=[O:36])[CH:27]=1.